From a dataset of Full USPTO retrosynthesis dataset with 1.9M reactions from patents (1976-2016). Predict the reactants needed to synthesize the given product. (1) Given the product [CH:2]1([C:7]([C:23]2[CH:28]=[CH:27][CH:26]=[CH:25][CH:24]=2)([OH:22])[C:8]([OH:10])=[O:9])[CH2:6][CH2:5][CH2:4][CH2:3]1, predict the reactants needed to synthesize it. The reactants are: [Br-].[CH:2]1([C:7]([C:23]2[CH:28]=[CH:27][CH:26]=[CH:25][CH:24]=2)([OH:22])[C:8]([O:10]C2CC[N+](CC(OC)=O)(C)C2)=[O:9])[CH2:6][CH2:5][CH2:4][CH2:3]1.[Br-].C1(C(C2C=CC=CC=2)(O)C(OC2CC[N+](CC(OCC)=O)(C)C2)=O)CCCC1.C1([Mg]Br)CCCC1.C(C(O)=O)(=O)C1C=CC=CC=1. (2) Given the product [CH2:1]([O:3][C:4]1[CH:11]=[CH:10][CH:9]=[C:8]([O:12][CH3:13])[C:5]=1[CH2:6][OH:7])[CH3:2], predict the reactants needed to synthesize it. The reactants are: [CH2:1]([O:3][C:4]1[CH:11]=[CH:10][CH:9]=[C:8]([O:12][CH3:13])[C:5]=1[CH:6]=[O:7])[CH3:2].O1CCCC1.[BH4-].[Na+]. (3) The reactants are: [CH3:1][O:2][C:3]1[CH:24]=[C:23]([CH2:25][O:26][Si:27]([CH:34]([CH3:36])[CH3:35])([CH:31]([CH3:33])[CH3:32])[CH:28]([CH3:30])[CH3:29])[CH:22]=[CH:21][C:4]=1[O:5][CH2:6][C:7]1[N:8]=[C:9]([C:13]2[CH:14]=[C:15]([CH:18]=[CH:19][CH:20]=2)[C:16]#[N:17])[O:10][C:11]=1[CH3:12].C[Sn]([N:41]=[N+:42]=[N-:43])(C)C. Given the product [CH3:1][O:2][C:3]1[CH:24]=[C:23]([CH2:25][O:26][Si:27]([CH:28]([CH3:29])[CH3:30])([CH:34]([CH3:36])[CH3:35])[CH:31]([CH3:33])[CH3:32])[CH:22]=[CH:21][C:4]=1[O:5][CH2:6][C:7]1[N:8]=[C:9]([C:13]2[CH:14]=[C:15]([C:16]3[NH:43][N:42]=[N:41][N:17]=3)[CH:18]=[CH:19][CH:20]=2)[O:10][C:11]=1[CH3:12], predict the reactants needed to synthesize it. (4) Given the product [NH2:14][CH:2]1[C:11]2[N:10]=[CH:9][CH:8]=[C:7]([O:12][CH3:13])[C:6]=2[CH2:5][CH2:4][CH2:3]1, predict the reactants needed to synthesize it. The reactants are: O[CH:2]1[C:11]2[N:10]=[CH:9][CH:8]=[C:7]([O:12][CH3:13])[C:6]=2[CH2:5][CH2:4][CH2:3]1.[NH2:14]C1C2N=CC=CC=2CCC1. (5) Given the product [CH3:23][Si:24]([C:27]#[C:28][C:2]1[CH:13]=[C:12]([F:14])[CH:11]=[C:10]([F:15])[C:3]=1[NH:4][C:5]([O:7][CH2:8][CH3:9])=[O:6])([CH3:26])[CH3:25], predict the reactants needed to synthesize it. The reactants are: Br[C:2]1[CH:13]=[C:12]([F:14])[CH:11]=[C:10]([F:15])[C:3]=1[NH:4][C:5]([O:7][CH2:8][CH3:9])=[O:6].C(N(CC)CC)C.[CH3:23][Si:24]([C:27]#[CH:28])([CH3:26])[CH3:25]. (6) Given the product [Si:1]([O:8][CH2:9][CH2:10][CH:11]([C:12]1[N:17]2[C:18]([F:35])=[CH:19][C:20]([C:22]3[CH:27]=[CH:26][N:25]=[C:24]([NH:28][C:29]4[N:30]([CH3:34])[N:31]=[CH:32][CH:33]=4)[N:23]=3)=[CH:21][C:16]2=[N:15][N:14]=1)[O:36][C:37]1[CH:42]=[CH:41][CH:40]=[CH:39][CH:38]=1)([C:4]([CH3:5])([CH3:7])[CH3:6])([CH3:2])[CH3:3], predict the reactants needed to synthesize it. The reactants are: [Si:1]([O:8][CH2:9][CH2:10][CH:11]([O:36][C:37]1[CH:42]=[CH:41][CH:40]=[CH:39][CH:38]=1)[C:12]([NH:14][NH:15][C:16]1[CH:21]=[C:20]([C:22]2[CH:27]=[CH:26][N:25]=[C:24]([NH:28][C:29]3[N:30]([CH3:34])[N:31]=[CH:32][CH:33]=3)[N:23]=2)[CH:19]=[C:18]([F:35])[N:17]=1)=O)([C:4]([CH3:7])([CH3:6])[CH3:5])([CH3:3])[CH3:2].CCN(C(C)C)C(C)C.C1C=CC(P(C2C=CC=CC=2)C2C=CC=CC=2)=CC=1.BrBr. (7) Given the product [Br:21][C:22]1[CH:28]=[CH:27][C:25]([NH:26][C:2]2[CH:17]=[C:16]([CH:18]([CH3:20])[CH3:19])[C:5]([C:6]([NH:8][CH2:9][CH:10]3[CH2:15][CH2:14][O:13][CH2:12][CH2:11]3)=[O:7])=[CH:4][N:3]=2)=[CH:24][C:23]=1[F:29], predict the reactants needed to synthesize it. The reactants are: Cl[C:2]1[CH:17]=[C:16]([CH:18]([CH3:20])[CH3:19])[C:5]([C:6]([NH:8][CH2:9][CH:10]2[CH2:15][CH2:14][O:13][CH2:12][CH2:11]2)=[O:7])=[CH:4][N:3]=1.[Br:21][C:22]1[CH:28]=[CH:27][C:25]([NH2:26])=[CH:24][C:23]=1[F:29].